From a dataset of NCI-60 drug combinations with 297,098 pairs across 59 cell lines. Regression. Given two drug SMILES strings and cell line genomic features, predict the synergy score measuring deviation from expected non-interaction effect. (1) Drug 1: CC1OCC2C(O1)C(C(C(O2)OC3C4COC(=O)C4C(C5=CC6=C(C=C35)OCO6)C7=CC(=C(C(=C7)OC)O)OC)O)O. Drug 2: CC1=C(C=C(C=C1)NC(=O)C2=CC=C(C=C2)CN3CCN(CC3)C)NC4=NC=CC(=N4)C5=CN=CC=C5. Cell line: RXF 393. Synergy scores: CSS=20.8, Synergy_ZIP=-4.32, Synergy_Bliss=-2.32, Synergy_Loewe=-7.51, Synergy_HSA=-1.56. (2) Drug 1: C1CCC(C1)C(CC#N)N2C=C(C=N2)C3=C4C=CNC4=NC=N3. Drug 2: C1=C(C(=O)NC(=O)N1)N(CCCl)CCCl. Cell line: IGROV1. Synergy scores: CSS=27.2, Synergy_ZIP=-2.11, Synergy_Bliss=-1.37, Synergy_Loewe=-2.83, Synergy_HSA=1.53.